From a dataset of HIV replication inhibition screening data with 41,000+ compounds from the AIDS Antiviral Screen. Binary Classification. Given a drug SMILES string, predict its activity (active/inactive) in a high-throughput screening assay against a specified biological target. (1) The compound is COc1cc(C2(C#N)CCN(C)CC2)cc(OC)c1OC. The result is 0 (inactive). (2) The molecule is CN(C)c1ccc(C=NN2C(=O)c3ccccc3C2=O)cc1. The result is 0 (inactive). (3) The compound is O=C(O)c1cc(Cl)nnc1O. The result is 0 (inactive). (4) The molecule is C=C(Br)C[N+](CC)(CC)CC.[Br-]. The result is 0 (inactive). (5) The molecule is CC(C)OP(=O)(OC(C)C)C(C#N)=Cc1c[nH]c2ccccc12. The result is 0 (inactive). (6) The molecule is CC12N=NN(c3ccc([N+](=O)[O-])cc3)C1(O)c1ccccc1C2=O. The result is 0 (inactive). (7) The drug is CN1Nc2ccccc2CC1=O. The result is 0 (inactive). (8) The drug is COc1ccc(C(=O)C=C2Nc3ccccc3N2C)cc1. The result is 0 (inactive). (9) The drug is CC(=O)OCC1OC(n2c3c(c(-c4ccc(Cl)cc4)c(C#N)c2=S)CCCC3)C(OC(C)=O)C(OC(C)=O)C1OC(C)=O. The result is 0 (inactive).